Dataset: Forward reaction prediction with 1.9M reactions from USPTO patents (1976-2016). Task: Predict the product of the given reaction. Given the reactants [CH3:1][NH:2][CH3:3].Br[CH2:5][CH2:6][CH2:7][CH2:8][CH2:9][CH2:10][CH2:11][CH2:12]Br.[Cl:14][C:15]1[CH:16]=[N:17][CH:18]=[C:19]([Cl:36])[C:20]=1[NH:21][C:22]1[C:31]2[C:26](=[C:27]([OH:34])[C:28]([O:32][CH3:33])=[CH:29][CH:30]=2)[O:25][C:24](=[O:35])[CH:23]=1, predict the reaction product. The product is: [Cl:14][C:15]1[CH:16]=[N:17][CH:18]=[C:19]([Cl:36])[C:20]=1[NH:21][C:22]1[C:31]2[C:26](=[C:27]([O:34][CH2:5][CH2:6][CH2:7][CH2:8][CH2:9][CH2:10][CH2:11][CH2:12][N:2]([CH3:3])[CH3:1])[C:28]([O:32][CH3:33])=[CH:29][CH:30]=2)[O:25][C:24](=[O:35])[CH:23]=1.